This data is from Forward reaction prediction with 1.9M reactions from USPTO patents (1976-2016). The task is: Predict the product of the given reaction. (1) The product is: [CH2:11]([N:18]1[CH2:23][CH2:22][N:21]([C:2]2[CH:7]=[CH:6][C:5]([N+:8]([O-:10])=[O:9])=[CH:4][CH:3]=2)[CH2:20][CH2:19]1)[C:12]1[CH:13]=[CH:14][CH:15]=[CH:16][CH:17]=1. Given the reactants Br[C:2]1[CH:7]=[CH:6][C:5]([N+:8]([O-:10])=[O:9])=[CH:4][CH:3]=1.[CH2:11]([N:18]1[CH2:23][CH2:22][NH:21][CH2:20][CH2:19]1)[C:12]1[CH:17]=[CH:16][CH:15]=[CH:14][CH:13]=1, predict the reaction product. (2) Given the reactants [NH2:1][C:2]1[CH:7]=[CH:6][C:5]([C:8]2[O:12][C:11]([C@H:13]([NH:24][C:25]3[C:26]([CH3:34])=[CH:27][C:28]([Cl:33])=[C:29]([CH:32]=3)[C:30]#[N:31])[C@@H:14]([O:16][Si:17]([C:20]([CH3:23])([CH3:22])[CH3:21])([CH3:19])[CH3:18])[CH3:15])=[N:10][N:9]=2)=[CH:4][CH:3]=1.[C:35](Cl)(=[O:37])[CH3:36], predict the reaction product. The product is: [Si:17]([O:16][C@@H:14]([CH3:15])[C@H:13]([C:11]1[O:12][C:8]([C:5]2[CH:4]=[CH:3][C:2]([NH:1][C:35](=[O:37])[C:36]3[CH:6]=[CH:7][CH:2]=[CH:3][CH:4]=3)=[CH:7][CH:6]=2)=[N:9][N:10]=1)[NH:24][C:25]1[CH:32]=[C:29]([C:30]#[N:31])[C:28]([Cl:33])=[CH:27][C:26]=1[CH3:34])([C:20]([CH3:23])([CH3:21])[CH3:22])([CH3:19])[CH3:18]. (3) Given the reactants [OH:1][C:2]1[C:3]([C:23](=[O:25])[CH3:24])=[CH:4][C:5]2[CH2:6][CH:7]([C:16]3[CH:21]=[CH:20][C:19]([OH:22])=[CH:18][CH:17]=3)[CH:8]3[CH:13]([C:14]=2[CH:15]=1)[CH2:12][CH2:11][CH2:10][CH2:9]3.[BH4-].[Na+].C(OCC)(=O)C.C(=O)(O)[O-].[Na+], predict the reaction product. The product is: [OH:25][CH:23]([C:3]1[C:2]([OH:1])=[CH:15][C:14]2[CH:13]3[CH:8]([CH2:9][CH2:10][CH2:11][CH2:12]3)[CH:7]([C:16]3[CH:21]=[CH:20][C:19]([OH:22])=[CH:18][CH:17]=3)[CH2:6][C:5]=2[CH:4]=1)[CH3:24]. (4) The product is: [CH2:1]([O:3][C:4](=[O:17])[CH2:5][C:6]1[C:15]2[C:10](=[CH:11][CH:12]=[CH:13][CH:14]=2)[CH:9]=[C:8]([O:16][S:26]([C:25]([F:38])([F:37])[F:24])(=[O:28])=[O:27])[CH:7]=1)[CH3:2]. Given the reactants [CH2:1]([O:3][C:4](=[O:17])[CH2:5][C:6]1[C:15]2[C:10](=[CH:11][CH:12]=[CH:13][CH:14]=2)[CH:9]=[C:8]([OH:16])[CH:7]=1)[CH3:2].N1C=CC=CC=1.[F:24][C:25]([F:38])([F:37])[S:26](O[S:26]([C:25]([F:38])([F:37])[F:24])(=[O:28])=[O:27])(=[O:28])=[O:27], predict the reaction product. (5) Given the reactants C(N(C(C)C)CC)(C)C.[NH2:10][C:11]1[CH:24]=[C:23]([Cl:25])[CH:22]=[CH:21][C:12]=1[O:13][CH:14]1[CH2:19][CH2:18][CH:17]([OH:20])[CH2:16][CH2:15]1.[N:26]1[N:30]2[CH:31]=[CH:32][CH:33]=[N:34][C:29]2=[C:28]([C:35](O)=[O:36])[CH:27]=1.CN(C(ON1N=NC2C=CC=CC1=2)=[N+](C)C)C.F[P-](F)(F)(F)(F)F, predict the reaction product. The product is: [Cl:25][C:23]1[CH:22]=[CH:21][C:12]([O:13][CH:14]2[CH2:19][CH2:18][CH:17]([OH:20])[CH2:16][CH2:15]2)=[C:11]([NH:10][C:35]([C:28]2[CH:27]=[N:26][N:30]3[CH:31]=[CH:32][CH:33]=[N:34][C:29]=23)=[O:36])[CH:24]=1. (6) Given the reactants [Cl:1][C:2]1[CH:7]=[C:6]([F:8])[CH:5]=[CH:4][C:3]=1[C:9]1[CH:18]=[C:17]([CH2:19][N:20]2[CH2:25][CH:24]3[CH2:26][CH:21]2[CH2:22][N:23]3[CH:27]([CH3:29])[CH3:28])[CH:16]=[C:15]2[C:10]=1[CH2:11][N:12](CC1C=CC(OC)=CC=1)[C:13](=[O:38])[N:14]2[C:30]1[C:35]([Cl:36])=[CH:34][CH:33]=[CH:32][C:31]=1[Cl:37].[OH-].[Na+], predict the reaction product. The product is: [Cl:1][C:2]1[CH:7]=[C:6]([F:8])[CH:5]=[CH:4][C:3]=1[C:9]1[CH:18]=[C:17]([CH2:19][N:20]2[CH2:25][CH:24]3[CH2:26][CH:21]2[CH2:22][N:23]3[CH:27]([CH3:29])[CH3:28])[CH:16]=[C:15]2[C:10]=1[CH2:11][NH:12][C:13](=[O:38])[N:14]2[C:30]1[C:31]([Cl:37])=[CH:32][CH:33]=[CH:34][C:35]=1[Cl:36]. (7) Given the reactants Cl[C:2]1[N:7]=[CH:6][C:5]([CH2:8][N:9]2[C:13]([CH3:14])=[CH:12][C:11]([C:15]3[O:19][N:18]=[C:17]([C:20]4[CH:25]=[CH:24][C:23]([C:26]5([C:32]([O:34][CH2:35][CH3:36])=[O:33])[CH2:31][CH2:30][O:29][CH2:28][CH2:27]5)=[CH:22][CH:21]=4)[N:16]=3)=[N:10]2)=[CH:4][CH:3]=1.[CH3:37][NH2:38], predict the reaction product. The product is: [CH3:14][C:13]1[N:9]([CH2:8][C:5]2[CH:6]=[N:7][C:2]([NH:38][CH3:37])=[CH:3][CH:4]=2)[N:10]=[C:11]([C:15]2[O:19][N:18]=[C:17]([C:20]3[CH:25]=[CH:24][C:23]([C:26]4([C:32]([O:34][CH2:35][CH3:36])=[O:33])[CH2:31][CH2:30][O:29][CH2:28][CH2:27]4)=[CH:22][CH:21]=3)[N:16]=2)[CH:12]=1.